From a dataset of Forward reaction prediction with 1.9M reactions from USPTO patents (1976-2016). Predict the product of the given reaction. (1) Given the reactants [Cl:1][C:2]1[CH:3]=[C:4]([CH2:14][C:15]2[O:19][C:18]([C:20]3[NH:24][C:23]4[CH:25]=[CH:26][C:27]([CH2:29][OH:30])=[CH:28][C:22]=4[N:21]=3)=[CH:17][CH:16]=2)[C:5]2[O:9][C:8]([CH:10]([CH3:12])[CH3:11])=[CH:7][C:6]=2[CH:13]=1.CC(OI1(OC(C)=O)(OC(C)=O)OC(=O)C2C=CC=CC1=2)=O, predict the reaction product. The product is: [Cl:1][C:2]1[CH:3]=[C:4]([CH2:14][C:15]2[O:19][C:18]([C:20]3[NH:24][C:23]4[CH:25]=[CH:26][C:27]([CH:29]=[O:30])=[CH:28][C:22]=4[N:21]=3)=[CH:17][CH:16]=2)[C:5]2[O:9][C:8]([CH:10]([CH3:11])[CH3:12])=[CH:7][C:6]=2[CH:13]=1. (2) Given the reactants [Cl:1][C:2]1[CH:7]=[C:6]([N+:8]([O-])=O)[CH:5]=[CH:4][C:3]=1[N:11]1[C:15]2[C:16]3[S:20][C:19]([NH:21][C:22](=[O:24])[CH3:23])=[N:18][C:17]=3[CH2:25][CH2:26][C:14]=2[C:13]([CH:27]2[CH2:29][CH2:28]2)=[N:12]1, predict the reaction product. The product is: [NH2:8][C:6]1[CH:5]=[CH:4][C:3]([N:11]2[C:15]3[C:16]4[S:20][C:19]([NH:21][C:22](=[O:24])[CH3:23])=[N:18][C:17]=4[CH2:25][CH2:26][C:14]=3[C:13]([CH:27]3[CH2:28][CH2:29]3)=[N:12]2)=[C:2]([Cl:1])[CH:7]=1. (3) Given the reactants [OH:1][C:2]1[CH:3]=[CH:4][C:5]2[NH:10][C:9](=O)[CH2:8][O:7][C:6]=2[CH:12]=1.C1COCC1, predict the reaction product. The product is: [NH4+:10].[OH-:1].[O:7]1[CH2:8][CH2:9][NH:10][C:5]2[CH:4]=[CH:3][C:2]([OH:1])=[CH:12][C:6]1=2. (4) The product is: [CH2:27]([C:31]1[CH:32]=[CH:33][C:34]([C:37]2[O:41][N:40]=[C:39]([C:42]3[CH:47]=[CH:67][C:68]([CH2:71][NH:72][C@@H:73]4[CH2:74][C@H:75]([C:77]([OH:79])=[O:78])[CH2:76]4)=[CH:3][C:4]=3[CH3:5])[N:38]=2)=[CH:35][CH:36]=1)[CH:28]([CH3:29])[CH3:30]. Given the reactants CO[C:3](=O)[C:4]1C=CC(C2N=C(C3C=CC(CC(C)C)=CC=3)ON=2)=C(C)[CH:5]=1.[CH2:27]([C:31]1[CH:36]=[CH:35][C:34]([C:37]2[O:41][N:40]=[C:39]([C:42]3N=CC(C=O)=N[CH:47]=3)[N:38]=2)=[CH:33][CH:32]=1)[CH:28]([CH3:30])[CH3:29].C(C1C=CC(C2ON=C(C3N=[CH:67][C:68]([CH2:71][NH:72][C@@H:73]4[CH2:76][C@H:75]([C:77]([OH:79])=[O:78])[CH2:74]4)=NC=3)N=2)=CC=1)C(C)C, predict the reaction product. (5) Given the reactants [OH:1][CH2:2][CH2:3][NH:4][C:5](=[O:31])[C:6]1[CH:11]=[CH:10][C:9]([CH:12]([C:24]2[CH:29]=[CH:28][CH:27]=[CH:26][C:25]=2[CH3:30])[CH2:13][C:14]([C:16]2[CH:21]=[CH:20][C:19](=[O:22])[N:18]([CH3:23])[CH:17]=2)=O)=[CH:8][CH:7]=1.Cl.[NH2:33][OH:34].C([O-])(O)=O.[Na+], predict the reaction product. The product is: [OH:1][CH2:2][CH2:3][NH:4][C:5](=[O:31])[C:6]1[CH:7]=[CH:8][C:9]([CH:12]([C:24]2[CH:29]=[CH:28][CH:27]=[CH:26][C:25]=2[CH3:30])[CH2:13]/[C:14](=[N:33]\[OH:34])/[C:16]2[CH:21]=[CH:20][C:19](=[O:22])[N:18]([CH3:23])[CH:17]=2)=[CH:10][CH:11]=1.